From a dataset of Forward reaction prediction with 1.9M reactions from USPTO patents (1976-2016). Predict the product of the given reaction. (1) Given the reactants [H-].[H-].[H-].[H-].[Li+].[Al+3].[CH2:7]1[C:15]2[C:10](=[CH:11][CH:12]=[CH:13][CH:14]=2)[CH:9]=[C:8]1[P:16](=O)(OCC)OCC.O, predict the reaction product. The product is: [CH2:9]1[C:10]2[C:15](=[CH:14][CH:13]=[CH:12][CH:11]=2)[CH:7]=[C:8]1[PH2:16]. (2) Given the reactants [CH3:1][O:2][C:3]1[O:7][C:6]([C:8]([OH:10])=O)=[N:5][CH:4]=1.[OH:11][N:12]1[C:16]2C=CC=CC=2N=N1.Cl.[CH3:22]N(C)CCCN=C=NCC.C(N(CC)CC)C, predict the reaction product. The product is: [CH3:22][O:11][N:12]([CH3:16])[C:8]([C:6]1[O:7][C:3]([O:2][CH3:1])=[CH:4][N:5]=1)=[O:10].